Dataset: Forward reaction prediction with 1.9M reactions from USPTO patents (1976-2016). Task: Predict the product of the given reaction. (1) Given the reactants [H-].[Na+].[NH:3]1[C:11]2[C:6](=[CH:7][CH:8]=[CH:9][CH:10]=2)[CH:5]=[CH:4]1.Br[CH2:13][CH2:14][C:15]([O:17][CH2:18][CH3:19])=[O:16], predict the reaction product. The product is: [N:3]1([CH2:13][CH2:14][C:15]([O:17][CH2:18][CH3:19])=[O:16])[C:11]2[C:6](=[CH:7][CH:8]=[CH:9][CH:10]=2)[CH:5]=[CH:4]1. (2) Given the reactants [OH:1][C@H:2]1[CH2:6][NH:5][C@H:4]([C:7]([O:9][CH3:10])=[O:8])[CH2:3]1.C=O.[C:13]([BH3-])#N.[Na+], predict the reaction product. The product is: [OH:1][C@H:2]1[CH2:6][N:5]([CH3:13])[C@H:4]([C:7]([O:9][CH3:10])=[O:8])[CH2:3]1.